Dataset: Forward reaction prediction with 1.9M reactions from USPTO patents (1976-2016). Task: Predict the product of the given reaction. (1) The product is: [CH3:1][O:2][C:3]([C:5]1[C:10]([O:11][CH2:12][C:13]2[CH:18]=[CH:17][CH:16]=[CH:15][CH:14]=2)=[C:9]([NH:19][C:20](=[O:22])[CH3:21])[CH:8]=[C:7]([C:29]2[O:30][CH:31]=[CH:32][CH:33]=2)[N:6]=1)=[O:4]. Given the reactants [CH3:1][O:2][C:3]([C:5]1[C:10]([O:11][CH2:12][C:13]2[CH:18]=[CH:17][CH:16]=[CH:15][CH:14]=2)=[C:9]([NH:19][C:20](=[O:22])[CH3:21])[CH:8]=[C:7](Br)[N:6]=1)=[O:4].C([Sn](CCCC)(CCCC)[C:29]1[O:30][CH:31]=[CH:32][CH:33]=1)CCC, predict the reaction product. (2) Given the reactants [CH3:1][N:2]([CH3:12])[S:3]([N:6]1[CH:10]=[CH:9][N:8]=[C:7]1[CH3:11])(=[O:5])=[O:4].[Li]CCCC.[O:18]1[CH2:20][CH2:19]1, predict the reaction product. The product is: [OH:18][CH2:19][CH2:20][C:9]1[N:8]=[C:7]([CH3:11])[N:6]([S:3]([N:2]([CH3:12])[CH3:1])(=[O:4])=[O:5])[CH:10]=1. (3) Given the reactants C(N(CC)CC)C.[N:8]1[C:17]2[C:12](=[CH:13][C:14]([C:18]3([C:21]4[N:25]5[CH:26]=[C:27]([C:30]([OH:32])=O)[CH:28]=[N:29][C:24]5=[N:23][CH:22]=4)[CH2:20][CH2:19]3)=[CH:15][CH:16]=2)[CH:11]=[CH:10][CH:9]=1.F[P-](F)(F)(F)(F)F.[N:40]1(O[P+](N2CCCC2)(N2CCCC2)N2CCCC2)[C:44]2[CH:45]=[CH:46][CH:47]=[CH:48][C:43]=2N=N1.C1(N)CCCCC1, predict the reaction product. The product is: [CH:44]1([NH:40][C:30]([C:27]2[CH:28]=[N:29][C:24]3[N:25]([C:21]([C:18]4([C:14]5[CH:13]=[C:12]6[C:17](=[CH:16][CH:15]=5)[N:8]=[CH:9][CH:10]=[CH:11]6)[CH2:20][CH2:19]4)=[CH:22][N:23]=3)[CH:26]=2)=[O:32])[CH2:45][CH2:46][CH2:47][CH2:48][CH2:43]1. (4) Given the reactants [CH2:1]([O:3][C:4]([C:6]1[N:7]=[C:8]2[C:13]([C:14]([F:17])([F:16])[F:15])=[CH:12][C:11]([Br:18])=[CH:10][N:9]2[CH:19]=1)=[O:5])[CH3:2].S(=O)(=O)(O)O.[N+:25]([O-])([OH:27])=[O:26], predict the reaction product. The product is: [CH2:1]([O:3][C:4]([C:6]1[N:7]=[C:8]2[C:13]([C:14]([F:17])([F:15])[F:16])=[CH:12][C:11]([Br:18])=[CH:10][N:9]2[C:19]=1[N+:25]([O-:27])=[O:26])=[O:5])[CH3:2].